Dataset: Full USPTO retrosynthesis dataset with 1.9M reactions from patents (1976-2016). Task: Predict the reactants needed to synthesize the given product. (1) Given the product [NH2:8][C:7]1[CH:6]=[CH:5][C:4]([N:11]2[CH2:16][CH2:15][N:14]([C:17]([O:19][C:20]([CH3:22])([CH3:21])[CH3:23])=[O:18])[CH2:13][CH2:12]2)=[CH:3][C:2]=1[F:1], predict the reactants needed to synthesize it. The reactants are: [F:1][C:2]1[CH:3]=[C:4]([N:11]2[CH2:16][CH2:15][N:14]([C:17]([O:19][C:20]([CH3:23])([CH3:22])[CH3:21])=[O:18])[CH2:13][CH2:12]2)[CH:5]=[CH:6][C:7]=1[N+:8]([O-])=O.C(O)(=O)C. (2) Given the product [NH2:25][C:24]1[N:1]([C:3]2[CH:12]=[CH:11][C:6]([C:7]([O:9][CH3:10])=[O:8])=[C:5]([CH3:13])[CH:4]=2)[N:2]=[C:22]([C:34]([F:35])([F:36])[F:37])[C:23]=1[C:26]1[CH:27]=[C:28]([Cl:33])[CH:29]=[C:30]([Cl:32])[CH:31]=1, predict the reactants needed to synthesize it. The reactants are: [NH:1]([C:3]1[CH:12]=[CH:11][C:6]([C:7]([O:9][CH3:10])=[O:8])=[C:5]([CH3:13])[CH:4]=1)[NH2:2].C(N(CC)CC)C.Cl[C:22]([C:34]([F:37])([F:36])[F:35])=[C:23]([C:26]1[CH:31]=[C:30]([Cl:32])[CH:29]=[C:28]([Cl:33])[CH:27]=1)[C:24]#[N:25].O. (3) Given the product [CH:1]1([C:4]2[N:8]=[CH:7][N:6]([C:9]3[CH:32]=[C:14]4[C:15]5[C:20]([CH2:21][CH2:22][N:13]4[C:12](=[O:33])[CH2:11][N:10]=3)=[C:19]([C:35]3[CH:40]=[CH:39][C:38]([F:41])=[CH:37][N:36]=3)[CH:18]=[CH:17][CH:16]=5)[N:5]=2)[CH2:3][CH2:2]1, predict the reactants needed to synthesize it. The reactants are: [CH:1]1([C:4]2[N:8]=[CH:7][N:6]([C:9]3[CH:32]=[C:14]4[C:15]5[C:20]([CH2:21][CH2:22][N:13]4[C:12](=[O:33])[CH2:11][N:10]=3)=[C:19](B3OC(C)(C)C(C)(C)O3)[CH:18]=[CH:17][CH:16]=5)[N:5]=2)[CH2:3][CH2:2]1.Br[C:35]1[CH:40]=[CH:39][C:38]([F:41])=[CH:37][N:36]=1.C([O-])([O-])=O.[Na+].[Na+]. (4) Given the product [S:14]1[CH:15]=[CH:16][CH:17]=[C:13]1[C:10]1[CH:9]=[N:3][NH:2][C:11]=1[NH2:12], predict the reactants needed to synthesize it. The reactants are: O.[NH2:2][NH2:3].C(O)(=O)C.O=[CH:9][CH:10]([C:13]1[S:14][CH:15]=[CH:16][CH:17]=1)[C:11]#[N:12]. (5) Given the product [OH:12][C@H:11]([CH2:13][NH:37][CH:34]1[CH2:35][CH2:36][N:31]([C:29]2[C:30]3[C:22]([C:16]4[CH:21]=[CH:20][CH:19]=[CH:18][CH:17]=4)=[CH:23][S:24][C:25]=3[N:26]=[CH:27][N:28]=2)[CH2:32][CH2:33]1)[CH2:10][O:9][C:8]1[CH:7]=[CH:6][C:5]([OH:4])=[CH:15][CH:14]=1, predict the reactants needed to synthesize it. The reactants are: COC[O:4][C:5]1[CH:15]=[CH:14][C:8]([O:9][CH2:10][C@H:11]2[CH2:13][O:12]2)=[CH:7][CH:6]=1.[C:16]1([C:22]2[C:30]3[C:29]([N:31]4[CH2:36][CH2:35][CH:34]([NH2:37])[CH2:33][CH2:32]4)=[N:28][CH:27]=[N:26][C:25]=3[S:24][CH:23]=2)[CH:21]=[CH:20][CH:19]=[CH:18][CH:17]=1. (6) Given the product [Br:16][C:10]1[C:9]([CH:17]2[CH2:19][CH2:18]2)=[N:8][C:7]([N:27]2[CH2:26][CH2:25][NH:24][C@H:23]([CH3:22])[CH2:28]2)=[C:12]([C:11]=1[CH3:15])[C:13]#[N:14], predict the reactants needed to synthesize it. The reactants are: FC(F)(F)S(O[C:7]1[C:12]([C:13]#[N:14])=[C:11]([CH3:15])[C:10]([Br:16])=[C:9]([CH:17]2[CH2:19][CH2:18]2)[N:8]=1)(=O)=O.[CH3:22][C@@H:23]1[CH2:28][NH:27][CH2:26][CH2:25][NH:24]1.CCN(CC)CC. (7) Given the product [CH:29]1([C@@:23]([C:25]([O:27][CH3:28])=[O:26])([CH3:24])[NH:22][C:20]([C:14]2[CH:15]=[CH:16][C:17]([F:19])=[CH:18][C:13]=2[NH:12][C:10]([NH:9][C:5]2[C:6]([CH3:8])=[CH:7][C:2]([CH2:38][CH:37]=[CH2:36])=[CH:3][C:4]=2[CH3:35])=[O:11])=[O:21])[CH2:34][CH2:33][CH2:32][CH2:31][CH2:30]1, predict the reactants needed to synthesize it. The reactants are: Br[C:2]1[CH:7]=[C:6]([CH3:8])[C:5]([NH:9][C:10]([NH:12][C:13]2[CH:18]=[C:17]([F:19])[CH:16]=[CH:15][C:14]=2[C:20]([NH:22][C@:23]([CH:29]2[CH2:34][CH2:33][CH2:32][CH2:31][CH2:30]2)([C:25]([O:27][CH3:28])=[O:26])[CH3:24])=[O:21])=[O:11])=[C:4]([CH3:35])[CH:3]=1.[CH2:36]([Sn](CCCC)(CCCC)CC=C)[CH2:37][CH2:38]C. (8) The reactants are: Cl[C:2]1[CH:3]=[CH:4][C:5]2[N:6]([C:8]([CH:11]([F:13])[F:12])=[N:9][N:10]=2)[N:7]=1.[N:14]1([C:20]([O:22][C:23]([CH3:26])([CH3:25])[CH3:24])=[O:21])[CH2:19][CH2:18][NH:17][CH2:16][CH2:15]1.CCN(C(C)C)C(C)C. Given the product [F:12][CH:11]([F:13])[C:8]1[N:6]2[N:7]=[C:2]([N:17]3[CH2:16][CH2:15][N:14]([C:20]([O:22][C:23]([CH3:26])([CH3:25])[CH3:24])=[O:21])[CH2:19][CH2:18]3)[CH:3]=[CH:4][C:5]2=[N:10][N:9]=1, predict the reactants needed to synthesize it. (9) Given the product [CH3:16][C:13]1[O:12][C:11]([CH:4]([NH2:1])[CH:5]2[CH2:10][CH2:9][O:8][CH2:7][CH2:6]2)=[CH:15][CH:14]=1, predict the reactants needed to synthesize it. The reactants are: [N:1]([CH:4]([C:11]1[O:12][C:13]([CH3:16])=[CH:14][CH:15]=1)[CH:5]1[CH2:10][CH2:9][O:8][CH2:7][CH2:6]1)=[N+]=[N-].[H][H].